From a dataset of Experimentally validated miRNA-target interactions with 360,000+ pairs, plus equal number of negative samples. Binary Classification. Given a miRNA mature sequence and a target amino acid sequence, predict their likelihood of interaction. (1) The miRNA is mmu-miR-3079-5p with sequence UUUGAUCUGAUGAGCUAAGCUGG. The protein sequence of the target gene is MWLLGPLCLLLSSAAESQLLPGNNFTNECNIPGNFMCSNGRCIPGAWQCDGLPDCFDKSDEKECPKAKSKCGPTFFPCASGIHCIIGRFRCNGFEDCPDGSDEENCTANPLLCSTARYHCKNGLCIDKSFICDGQNNCQDNSDEESCESSQEPGSGQVFVTSENQLVYYPSITYAIIGSSVIFVLVVALLALVLHHQRKRNNLMTLPVHRLQHPVLLSRLVVLDHPHHCNVTYNVNNGIQYVASQAEQNASEVGSPPSYSEALLDQRPAWYDLPPPPYSSDTESLNQADLPPYRSRSGSA.... Result: 0 (no interaction). (2) The miRNA is hsa-miR-548j-3p with sequence CAAAAACUGCAUUACUUUUGC. The protein sequence of the target gene is MGSKGAYRYHWQSHNVKHSGVDDMVLLSKITESSIVENLKKRYMDDYIFTYIGSVLISVNPFKQMPYFGEKEVEMYQGAAQYENPPHIYALADSMYRNMIIDRENQCVIISGESGAGKTVAAKYIMSYVSRVSGGGPKVQHVKDIILQSNPLLEAFGNAKTVRNNNSSRFGKYFEIQFSPGGEPDGGKISNFLLEKSRVVMRNPGERSFHIFYQLIEGASPEQKQSLGITSMDYYYYLSLSGSYKVDDIDDKRDFQETLHAMNVIGIFSEEQTLVLQIVAGILHLGNISFKEVGNYAAVE.... Result: 0 (no interaction). (3) The miRNA is hsa-miR-4310 with sequence GCAGCAUUCAUGUCCC. The protein sequence of the target gene is MWPPRFPPPRPGMSEETRQSKLAAAKKKLREYQQKNSPGVPAGAKKKKKIKNGHSPERTSASDCQSAENVPTDHTAPAPPSTAAATMFLGVVPSPDADLIQSHDAGNCSNLMEETKTFSSTESLRQLSQQLNGLVSESTSYINGEGLTSSNMKELESRYQELAVALDSSYVTNKQLSSTIEELKQQNQDTLDQLEKEKKDYQQKLAKEQGALREQLQVHIQTIGILVSEKAELQTALAHTQQAARQKAGESEDLASRLQSSRQRVGELERTLSTVSTQQKQADRYNKDLTKERDALKLEL.... Result: 0 (no interaction). (4) The miRNA is mmu-miR-667-3p with sequence UGACACCUGCCACCCAGCCCAAG. The protein sequence of the target gene is MYVWPCAVVLAQYLWFHRRSLPGKAILEIGAGVSLPGILAAKCGAEVILSDSSELPHCLEVCRQSCQMNNLPHLQVVGLTWGHISWDLLALPPQDIILASDVFFEPEDFEDILATIYFLMHKNPKVQLWSTYQVRSADWSLEALLYKWDMKCVHIPLESFDADKEDIAESTLPGRHTVEMLVISFAKDSL. Result: 0 (no interaction). (5) The miRNA is hsa-miR-4487 with sequence AGAGCUGGCUGAAGGGCAG. The protein sequence of the target gene is MANSGCKDVTGPDEESFLYFAYGSNLLTERIHLRNPSAAFFCVARLQDFKLDFGNSQGKTSQTWHGGIATIFQSPGDEVWGVVWKMNKSNLNSLDEQEGVKSGMYVVIEVKVATQEGKEITCRSYLMTNYESAPPSPQYKKIICMGAKENGLPLEYQEKLKAIEPNDYTGKVSEEIEDIIKKGETQTL. Result: 0 (no interaction). (6) The miRNA is rno-miR-30a-5p with sequence UGUAAACAUCCUCGACUGGAAG. The protein sequence of the target gene is MKGQQKTAETEEGTVQIQEGAVATGEDPTSVAIASIQSAATFPDPNVKYVFRTENGGQVMYRVIQVSEGQLDGQTEGTGAISGYPATQSMTQAVIQGAFTSDDAVDTEGTAAETHYTYFPSTAVGDGAGGTTSGSTAAVVTTQGSEALLGQATPPGTGQFFVMMSPQEVLQGGSQRSIAPRTHPYSPKSEAPRTTRDEKRRAQHNEVERRRRDKINNWIVQLSKIIPDCSMESTKSGQSKGGILSKACDYIQELRQSNHRLSEELQGLDQLQLDNDVLRQQVEDLKNKNLLLRAQLRHHG.... Result: 0 (no interaction). (7) The miRNA is mmu-miR-695 with sequence AGAUUGGGCAUAGGUGACUGAA. The protein sequence of the target gene is MSLVAYASSDESEPDEAEPEPEEEEAVAPTSGPALGGLFASLPAPKGPALLPPPPQMLAPAFPPPLLLPPPTGDPRLQPPPPLPFGLGGFPPPPGVSPAEAAGVGEGLGLGLPSPRGPGLNLPPPIGGAGPPLGLPKPKKRKEPVKIAAPELHKGDSDSEEDEPTKKKTILQGSSEGTGLSALLPQPKNLTVKETNRLLLPHAFSRKPSDGSPDTKPSRLASKTKTSSLAPVVGTTTTTPSPSAIKAAAKSAALQVTKQITQEEDDSDEEVAPENFFSLPEKAEPPGVEPYPYPIPTVPE.... Result: 0 (no interaction). (8) The miRNA is hsa-miR-5690 with sequence UCAGCUACUACCUCUAUUAGG. The protein sequence of the target gene is MVMYARKQQRLSDGCHDRRGDSQPFQALKYSSKSHPSSGDHRHEKMRDAADPSPPNKMLRRSNSPENKYSDSTGHNKAKNVHTQRVRERDGGTSYSPQENSHNHSALHSSNSHSSNPSNNPSKTSDAPYDSADDWSEHISSSGKKYYYNCRTEVSQWEKPKEWLEREQRQKEANKLAVNSFPKDRDYRREVMQATATSGFTSGMEDKHSSDASSLLPQNILSQTSRHNDKDYRLPRAETHSSSTPVQHPIKPVVHPTATPSTVPSSPFTLQSDHQPKKSFDANGASTLSKLPTPTASLPA.... Result: 0 (no interaction). (9) The miRNA is hsa-miR-4524b-5p with sequence AUAGCAGCAUAAGCCUGUCUC. The protein sequence of the target gene is MDPFLVLLHSLSGSLSGNDLMELKFLCRERVSKRKLERVQSGLDLFTVLLEQNDLERGHTGLLRELLASLRRHDLLQRLDDFEAGTATAAPPGEADLQVAFDIVCDNVGRDWKRLARELKVSEAKMDGIEEKYPRSLSERVRESLKVWKNAEKKNASVAGLVKALRTCRLNLVADLVEEAQESVSKSENMSPVLRDSTVSSSETP. Result: 0 (no interaction). (10) The miRNA is hsa-miR-5093 with sequence AGGAAAUGAGGCUGGCUAGGAGC. The protein sequence of the target gene is MKHINLSFAACGFLGIYHLGAASALCRHGKKLVKDVKAFAGASAGSLVASVLLTAPEKIEECNQFTYKFAEEIRRQSFGAVTPGYDFMARLRSGMESILPPSAHELAQNRLHVSITNAKTRENHLVSTFSSREDLIKVLLASSFVPIYAGLKLVEYKGQKWVDGGLTNALPILPVGRTVTISPFSGRLDISPQDKGQLDLYVNIAKQDIMLSLANLVRLNQALFPPSKRKMESLYQCGFDDTVKFLLKENWFE. Result: 0 (no interaction).